From a dataset of Reaction yield outcomes from USPTO patents with 853,638 reactions. Predict the reaction yield, written as a fraction of the theoretical maximum amount of product (1.0 means a 100% yield; for example, 0.34 means a 34% yield). (1) The reactants are S(Cl)([Cl:3])=O.CN(C=O)C.[C:10]([C:14]1[N:19]=[C:18](O)[CH:17]=[C:16]([C:21]([F:24])([F:23])[F:22])[N:15]=1)([CH3:13])([CH3:12])[CH3:11]. The catalyst is ClCCl. The product is [C:10]([C:14]1[N:19]=[C:18]([Cl:3])[CH:17]=[C:16]([C:21]([F:24])([F:23])[F:22])[N:15]=1)([CH3:13])([CH3:12])[CH3:11]. The yield is 0.960. (2) The reactants are [N+:1]([C:4]1[CH:5]=[C:6]([CH:9]=[CH:10][C:11]=1[NH:12][CH2:13][CH2:14][CH2:15][C:16]([F:19])([F:18])[F:17])[C:7]#[N:8])([O-])=O. The catalyst is [Pd].CO. The product is [NH2:1][C:4]1[CH:5]=[C:6]([CH:9]=[CH:10][C:11]=1[NH:12][CH2:13][CH2:14][CH2:15][C:16]([F:17])([F:18])[F:19])[C:7]#[N:8]. The yield is 0.980. (3) The reactants are [Si]([O:8][C:9]1[CH:14]=[C:13]([O:15][Si](C(C)(C)C)(C)C)[CH:12]=[CH:11][C:10]=1[C@H:23]1[CH2:28][CH2:27][C@H:26]([CH2:29][OH:30])[CH2:25][CH2:24]1)(C(C)(C)C)(C)C.[F-].C([N+](CCCC)(CCCC)CCCC)CCC. The catalyst is C1COCC1. The product is [OH:30][CH2:29][C@H:26]1[CH2:25][CH2:24][C@H:23]([C:10]2[CH:11]=[CH:12][C:13]([OH:15])=[CH:14][C:9]=2[OH:8])[CH2:28][CH2:27]1. The yield is 0.590. (4) The reactants are [CH:1]([NH:4][NH2:5])([CH3:3])[CH3:2].[F:6][C:7]([F:18])([F:17])[C:8](=O)[CH:9]([CH3:15])[C:10]([O:12]CC)=O.Cl. The catalyst is C(O)C. The product is [OH:12][C:10]1[N:4]([CH:1]([CH3:3])[CH3:2])[N:5]=[C:8]([C:7]([F:6])([F:17])[F:18])[C:9]=1[CH3:15]. The yield is 0.870. (5) The reactants are [CH3:1][C:2]1[C:6]2[C:7]3[CH:24]=[CH:23][CH:22]=[CH:21][C:8]=3[C:9](=[O:20])[NH:10][C@@H:11]([CH2:12][C:13]([O:15][C:16](C)(C)C)=[O:14])[C:5]=2[O:4][N:3]=1.Cl. The catalyst is CO. The product is [CH3:1][C:2]1[C:6]2[C:7]3[CH:24]=[CH:23][CH:22]=[CH:21][C:8]=3[C:9](=[O:20])[NH:10][C@@H:11]([CH2:12][C:13]([O:15][CH3:16])=[O:14])[C:5]=2[O:4][N:3]=1. The yield is 0.551.